Dataset: Reaction yield outcomes from USPTO patents with 853,638 reactions. Task: Predict the reaction yield, written as a fraction of the theoretical maximum amount of product (1.0 means a 100% yield; for example, 0.34 means a 34% yield). The reactants are Br[C:2]1[CH:15]=[N:14][C:5]2[NH:6][C:7](=[O:13])[C:8]([CH3:12])([CH3:11])[NH:9][CH2:10][C:4]=2[CH:3]=1.[CH3:16][N:17]([CH2:22][C:23]1[N:24]([CH3:32])[C:25]2[C:30]([CH:31]=1)=[CH:29][CH:28]=[CH:27][CH:26]=2)[C:18](=[O:21])[CH:19]=[CH2:20].C(N(C(C)C)C(C)C)C.CC1C=CC=CC=1P(C1C=CC=CC=1C)C1C=CC=CC=1C. The catalyst is C(#N)CC.CN(C=O)C.CCOC(C)=O.CC([O-])=O.CC([O-])=O.[Pd+2]. The product is [CH3:11][C:8]1([CH3:12])[C:7](=[O:13])[NH:6][C:5]2[N:14]=[CH:15][C:2](/[CH:20]=[CH:19]/[C:18]([N:17]([CH3:16])[CH2:22][C:23]3[N:24]([CH3:32])[C:25]4[C:30]([CH:31]=3)=[CH:29][CH:28]=[CH:27][CH:26]=4)=[O:21])=[CH:3][C:4]=2[CH2:10][NH:9]1. The yield is 0.510.